Task: Predict the reaction yield, written as a fraction of the theoretical maximum amount of product (1.0 means a 100% yield; for example, 0.34 means a 34% yield).. Dataset: Reaction yield outcomes from USPTO patents with 853,638 reactions (1) The reactants are [C:1]1([C:7]2[CH:16]=[CH:15][C:14]3[C:9](=[CH:10][CH:11]=[CH:12][CH:13]=3)[N:8]=2)[CH:6]=[CH:5][CH:4]=[CH:3][CH:2]=1. The catalyst is C(O)(=O)C.C(OCC)(=O)C. The product is [C:1]1([CH:7]2[CH2:16][CH2:15][C:14]3[C:9](=[CH:10][CH:11]=[CH:12][CH:13]=3)[NH:8]2)[CH:2]=[CH:3][CH:4]=[CH:5][CH:6]=1. The yield is 0.980. (2) The reactants are [CH2:1]([C:5]1[CH:10]=[CH:9][CH:8]=[CH:7][CH:6]=1)[CH:2]([CH3:4])[CH3:3].[I:11]I. The catalyst is ClCCl.N([O-])=O.[Ag+]. The product is [I:11][C:8]1[CH:9]=[CH:10][C:5]([CH2:1][CH:2]([CH3:4])[CH3:3])=[CH:6][CH:7]=1. The yield is 0.700. (3) The reactants are [S:1]1[CH:5]=[CH:4][CH:3]=[C:2]1[C:6]1[O:10][N:9]=[C:8]([C:11]([OH:13])=O)[CH:7]=1.[CH3:14][O:15][C:16]1[CH:25]=[C:24]2[C:19]([N:20]=[CH:21][C:22]([S:26][CH2:27][CH2:28][N:29]3[CH2:34][CH2:33][CH:32]([NH2:35])[CH2:31][CH2:30]3)=[N:23]2)=[CH:18][CH:17]=1.ON1C2C=CC=CC=2N=N1.Cl.CN(C)CCCN=C=NCC.C(N(CC)C(C)C)(C)C. The catalyst is CN(C)C=O. The product is [CH3:14][O:15][C:16]1[CH:25]=[C:24]2[C:19]([N:20]=[CH:21][C:22]([S:26][CH2:27][CH2:28][N:29]3[CH2:30][CH2:31][CH:32]([NH:35][C:11]([C:8]4[CH:7]=[C:6]([C:2]5[S:1][CH:5]=[CH:4][CH:3]=5)[O:10][N:9]=4)=[O:13])[CH2:33][CH2:34]3)=[N:23]2)=[CH:18][CH:17]=1. The yield is 0.130. (4) The reactants are [H-].[Na+].[CH2:3]([SH:10])[CH2:4][CH2:5][CH2:6][CH2:7][CH2:8][CH3:9].[Br:11][C:12]1[CH:24]=[CH:23][C:22]2[C:21]3[C:16](=[CH:17][C:18]([Br:25])=[CH:19][CH:20]=3)[C:15](=[C:26](Br)Br)[C:14]=2[CH:13]=1. The catalyst is C(COC)OC.[Ni](Cl)Cl.N1C=CC=CC=1C1C=CC=CN=1.C1(C)C=CC=CC=1. The product is [Br:25][C:18]1[CH:19]=[CH:20][C:21]2[C:22]3[C:14](=[CH:13][C:12]([Br:11])=[CH:24][CH:23]=3)[C:15](=[C:26]([S:10][CH2:3][CH2:4][CH2:5][CH2:6][CH2:7][CH2:8][CH3:9])[S:10][CH2:3][CH2:4][CH2:5][CH2:6][CH2:7][CH2:8][CH3:9])[C:16]=2[CH:17]=1. The yield is 0.750. (5) The reactants are Cl[C:2]1[CH:7]=[C:6]([C:8]2[CH:13]=[C:12]([Br:14])[CH:11]=[CH:10][C:9]=2[CH3:15])[N:5]=[C:4]([NH2:16])[N:3]=1.[NH2:17][C:18]1[CH:23]=[CH:22][C:21]([CH2:24][CH2:25][OH:26])=[CH:20][CH:19]=1. No catalyst specified. The yield is 0.120. The product is [NH2:16][C:4]1[N:3]=[C:2]([NH:17][C:18]2[CH:23]=[CH:22][C:21]([CH2:24][CH2:25][OH:26])=[CH:20][CH:19]=2)[CH:7]=[C:6]([C:8]2[CH:13]=[C:12]([Br:14])[CH:11]=[CH:10][C:9]=2[CH3:15])[N:5]=1.